From a dataset of Reaction yield outcomes from USPTO patents with 853,638 reactions. Predict the reaction yield, written as a fraction of the theoretical maximum amount of product (1.0 means a 100% yield; for example, 0.34 means a 34% yield). (1) The reactants are C(N(CC)CC)C.Cl.[NH2:9][OH:10].[CH3:11][C:12]1[C:40]([C:41]([F:44])([F:43])[F:42])=[CH:39][CH:38]=[CH:37][C:13]=1[CH2:14][N:15]1[C:20](=[O:21])[C:19]([C:22]#[N:23])=[CH:18][N:17]([C:24]2[CH:29]=[CH:28][C:27]([N:30]3[CH2:34][CH2:33][O:32][C:31]3=[O:35])=[CH:26][CH:25]=2)[C:16]1=[O:36].Cl. The catalyst is CS(C)=O. The product is [OH:10][N:9]=[C:22]([C:19]1[C:20](=[O:21])[N:15]([CH2:14][C:13]2[CH:37]=[CH:38][CH:39]=[C:40]([C:41]([F:44])([F:43])[F:42])[C:12]=2[CH3:11])[C:16](=[O:36])[N:17]([C:24]2[CH:25]=[CH:26][C:27]([N:30]3[CH2:34][CH2:33][O:32][C:31]3=[O:35])=[CH:28][CH:29]=2)[CH:18]=1)[NH2:23]. The yield is 1.00. (2) The reactants are [C:1]([O:5][C:6](=[O:35])[NH:7][CH:8]([CH2:27][C:28]1[CH:33]=[CH:32][C:31]([Cl:34])=[CH:30][CH:29]=1)[C:9]([N:11]1[CH2:16][CH2:15][N:14]([C:17]2[C:18]3[S:25][C:24](I)=[CH:23][C:19]=3[N:20]=[CH:21][N:22]=2)[CH2:13][CH2:12]1)=[O:10])([CH3:4])([CH3:3])[CH3:2].[C:36]([Cu])#[N:37]. The catalyst is N1C=CC=CC=1. The product is [C:1]([O:5][C:6](=[O:35])[NH:7][CH:8]([CH2:27][C:28]1[CH:33]=[CH:32][C:31]([Cl:34])=[CH:30][CH:29]=1)[C:9]([N:11]1[CH2:16][CH2:15][N:14]([C:17]2[C:18]3[S:25][C:24]([C:36]#[N:37])=[CH:23][C:19]=3[N:20]=[CH:21][N:22]=2)[CH2:13][CH2:12]1)=[O:10])([CH3:4])([CH3:3])[CH3:2]. The yield is 0.690. (3) The catalyst is CCO. The reactants are [NH2:1][C:2]1[CH:3]=[C:4]([C:12]([O:14][CH3:15])=[O:13])[CH:5]=[C:6]([CH:11]=1)[C:7]([O:9][CH3:10])=[O:8].[CH:16]([CH:18]=O)=O.[NH4+:20].[Cl-].[CH2:22]=O.OP(O)(O)=O. The product is [N:1]1([C:2]2[CH:11]=[C:6]([C:7]([O:9][CH3:10])=[O:8])[CH:5]=[C:4]([CH:3]=2)[C:12]([O:14][CH3:15])=[O:13])[CH:18]=[CH:16][N:20]=[CH:22]1. The yield is 0.590. (4) The reactants are C1(C(=[N:14][CH:15]([C@H:21]([CH3:29])[CH2:22][CH:23]([CH3:28])[CH2:24][CH2:25][CH:26]=[CH2:27])[C:16]([O:18][CH2:19][CH3:20])=[O:17])C2C=CC=CC=2)C=CC=CC=1.[ClH:30]. The catalyst is C(OCC)C. The product is [ClH:30].[NH2:14][CH:15]([C@H:21]([CH3:29])[CH2:22][CH:23]([CH3:28])[CH2:24][CH2:25][CH:26]=[CH2:27])[C:16]([O:18][CH2:19][CH3:20])=[O:17]. The yield is 0.300. (5) The reactants are [Cl-].O[NH3+:3].[C:4](=[O:7])([O-:6])O.[Na+].CS(C)=O.[C:13]([C:15]1[CH:20]=[CH:19][CH:18]=[CH:17][C:16]=1[C:21]1[CH:26]=[CH:25][C:24]([CH2:27][C:28]2[C:33](=[O:34])[N:32]([CH2:35][C:36]3[CH:45]=[CH:44][CH:43]=[CH:42][C:37]=3[C:38]([O:40][CH3:41])=[O:39])[C:31]([CH3:46])=[N:30][C:29]=2[CH2:47][CH2:48][CH3:49])=[CH:23][CH:22]=1)#[N:14]. The catalyst is C(OCC)(=O)C. The product is [CH3:46][C:31]1[N:32]([CH2:35][C:36]2[CH:45]=[CH:44][CH:43]=[CH:42][C:37]=2[C:38]([O:40][CH3:41])=[O:39])[C:33](=[O:34])[C:28]([CH2:27][C:24]2[CH:23]=[CH:22][C:21]([C:16]3[CH:17]=[CH:18][CH:19]=[CH:20][C:15]=3[C:13]3[NH:3][C:4](=[O:7])[O:6][N:14]=3)=[CH:26][CH:25]=2)=[C:29]([CH2:47][CH2:48][CH3:49])[N:30]=1. The yield is 0.370. (6) The reactants are [OH:1][C@H:2]1C[CH2:5][O:4][C:3]1=[O:7].C(N([CH2:13][CH3:14])CC)C.[Si:15](Cl)([C:18]([CH3:21])([CH3:20])[CH3:19])([CH3:17])[CH3:16].[Cl-].[NH4+].C[O-:26].[Na+]. The catalyst is CN(C1C=CN=CC=1)C.CO.ClCCl. The product is [O:1]([C@@H:2]([CH2:13][CH2:14][OH:26])[C:3]([O:4][CH3:5])=[O:7])[Si:15]([C:18]([CH3:21])([CH3:20])[CH3:19])([CH3:17])[CH3:16]. The yield is 0.140. (7) The reactants are [C:1]([C:3]1[C:4]([NH:9][C@@H:10]([CH3:16])[C:11](OCC)=[O:12])=[N:5][CH:6]=[CH:7][CH:8]=1)#[N:2].C[O-].[Na+].Cl. The catalyst is CO.[Ni]. The product is [CH3:16][C@@H:10]1[NH:9][C:4]2[N:5]=[CH:6][CH:7]=[CH:8][C:3]=2[CH2:1][NH:2][C:11]1=[O:12]. The yield is 0.230. (8) The reactants are [O:1]1[C:5]2([CH2:10][CH2:9][CH2:8][CH2:7][CH2:6]2)[CH2:4]C[C:2]1=[O:11].C(=O)([O-])[O-].[Cs+].[Cs+].Br[CH2:19][C:20]1[CH:25]=[CH:24][C:23]([I:26])=[CH:22][CH:21]=1.C(#[N:29])C. The catalyst is C(OCC)(=O)C. The product is [I:26][C:23]1[CH:24]=[CH:25][C:20]([CH2:19][N:29]2[CH2:4][C:5]3([CH2:6][CH2:7][CH2:8][CH2:9][CH2:10]3)[O:1][C:2]2=[O:11])=[CH:21][CH:22]=1. The yield is 0.490.